From a dataset of TCR-epitope binding with 47,182 pairs between 192 epitopes and 23,139 TCRs. Binary Classification. Given a T-cell receptor sequence (or CDR3 region) and an epitope sequence, predict whether binding occurs between them. (1) The epitope is FTYASALWEI. The TCR CDR3 sequence is CASSPMGGLAEAFF. Result: 0 (the TCR does not bind to the epitope). (2) The epitope is NEGVKAAW. The TCR CDR3 sequence is CAKRGLSDNEQFF. Result: 0 (the TCR does not bind to the epitope).